This data is from Catalyst prediction with 721,799 reactions and 888 catalyst types from USPTO. The task is: Predict which catalyst facilitates the given reaction. Reactant: Cl.CN(C)[CH2:4][CH2:5][CH2:6]N=C=NCC.[NH:13]1[C:21]2[C:16](=[CH:17][CH:18]=[CH:19][CH:20]=2)[CH2:15][CH:14]1[C:22]([O:24][CH2:25][CH3:26])=[O:23].CN([CH:30]=[O:31])C. Product: [CH2:25]([O:24][C:22]([CH:14]1[CH2:15][C:16]2[C:21](=[CH:20][CH:19]=[CH:18][CH:17]=2)[N:13]1[C:30](=[O:31])[C@H:22]([O:24][CH2:25][C:4]1[CH:5]=[CH:6][CH:17]=[CH:16][CH:15]=1)[CH3:14])=[O:23])[CH3:26]. The catalyst class is: 17.